This data is from Retrosynthesis with 50K atom-mapped reactions and 10 reaction types from USPTO. The task is: Predict the reactants needed to synthesize the given product. (1) Given the product CC(C)(C)OC(=O)N1CCC(C)(C(=O)O)CC1, predict the reactants needed to synthesize it. The reactants are: COC(=O)C1(C)CCN(C(=O)OC(C)(C)C)CC1. (2) Given the product COC(=O)c1cc(OC)c(OCCCCl)cc1N, predict the reactants needed to synthesize it. The reactants are: COC(=O)c1cc(OC)c(OCCCCl)cc1[N+](=O)[O-]. (3) Given the product CCc1cc(-c2ccc(C(=O)N3CCN(Cc4ccccc4)CC3)s2)c(C)[nH]c1=O, predict the reactants needed to synthesize it. The reactants are: CCc1cc(-c2ccc(C(=O)O)s2)c(C)[nH]c1=O.c1ccc(CN2CCNCC2)cc1. (4) Given the product CN(CCNc1ccnc(N)n1)c1nc(N)nc2c1CCCc1ccccc1-2, predict the reactants needed to synthesize it. The reactants are: CNCCNc1ccnc(N)n1.Nc1nc(Cl)c2c(n1)-c1ccccc1CCC2.